Regression. Given two drug SMILES strings and cell line genomic features, predict the synergy score measuring deviation from expected non-interaction effect. From a dataset of NCI-60 drug combinations with 297,098 pairs across 59 cell lines. Drug 1: COC1=CC(=CC(=C1O)OC)C2C3C(COC3=O)C(C4=CC5=C(C=C24)OCO5)OC6C(C(C7C(O6)COC(O7)C8=CC=CS8)O)O. Drug 2: CC1=C(N=C(N=C1N)C(CC(=O)N)NCC(C(=O)N)N)C(=O)NC(C(C2=CN=CN2)OC3C(C(C(C(O3)CO)O)O)OC4C(C(C(C(O4)CO)O)OC(=O)N)O)C(=O)NC(C)C(C(C)C(=O)NC(C(C)O)C(=O)NCCC5=NC(=CS5)C6=NC(=CS6)C(=O)NCCC[S+](C)C)O. Cell line: DU-145. Synergy scores: CSS=63.9, Synergy_ZIP=4.91, Synergy_Bliss=5.87, Synergy_Loewe=5.34, Synergy_HSA=7.19.